From a dataset of Peptide-MHC class I binding affinity with 185,985 pairs from IEDB/IMGT. Regression. Given a peptide amino acid sequence and an MHC pseudo amino acid sequence, predict their binding affinity value. This is MHC class I binding data. (1) The peptide sequence is PELRSLASWI. The MHC is Mamu-A11 with pseudo-sequence Mamu-A11. The binding affinity (normalized) is 0.667. (2) The peptide sequence is AYKKQFSQY. The MHC is HLA-A26:01 with pseudo-sequence HLA-A26:01. The binding affinity (normalized) is 0.0847. (3) The peptide sequence is RTIMAVLFVV. The MHC is HLA-A02:17 with pseudo-sequence HLA-A02:17. The binding affinity (normalized) is 0.373.